This data is from Peptide-MHC class I binding affinity with 185,985 pairs from IEDB/IMGT. The task is: Regression. Given a peptide amino acid sequence and an MHC pseudo amino acid sequence, predict their binding affinity value. This is MHC class I binding data. (1) The peptide sequence is DARYCSEFIR. The MHC is HLA-A68:01 with pseudo-sequence HLA-A68:01. The binding affinity (normalized) is 0.490. (2) The peptide sequence is QINELHHSK. The MHC is HLA-B15:01 with pseudo-sequence HLA-B15:01. The binding affinity (normalized) is 0.0847. (3) The peptide sequence is PLHPAAMPHL. The MHC is Patr-A0701 with pseudo-sequence Patr-A0701. The binding affinity (normalized) is 0.0459.